Predict the product of the given reaction. From a dataset of Forward reaction prediction with 1.9M reactions from USPTO patents (1976-2016). Given the reactants Cl.[CH2:2]1[C:8]2[C:9]3[CH:15]=[CH:14][C:13]([N:16]4[CH:21]=[CH:20][C:19]([C:22]5[CH:27]=[CH:26][C:25]([C:28]([F:31])([F:30])[F:29])=[CH:24][CH:23]=5)=[CH:18][C:17]4=[O:32])=[CH:12][C:10]=3[O:11][C:7]=2[CH2:6][CH2:5][CH2:4][NH:3]1.C=O.[C:35](O[BH-](OC(=O)C)OC(=O)C)(=O)C.[Na+], predict the reaction product. The product is: [CH3:35][N:3]1[CH2:4][CH2:5][CH2:6][C:7]2[O:11][C:10]3[CH:12]=[C:13]([N:16]4[CH:21]=[CH:20][C:19]([C:22]5[CH:27]=[CH:26][C:25]([C:28]([F:31])([F:29])[F:30])=[CH:24][CH:23]=5)=[CH:18][C:17]4=[O:32])[CH:14]=[CH:15][C:9]=3[C:8]=2[CH2:2]1.